Dataset: Full USPTO retrosynthesis dataset with 1.9M reactions from patents (1976-2016). Task: Predict the reactants needed to synthesize the given product. Given the product [CH:13](=[C:9]1[S:8][C:7]([N:1]2[CH2:2][CH2:3][O:4][CH2:5][CH2:6]2)=[N:11][C:10]1=[O:12])[CH2:14][CH2:15][CH2:16][CH2:17][CH2:18][CH2:19][CH2:20][CH2:21][CH3:22], predict the reactants needed to synthesize it. The reactants are: [N:1]1([C:7]2[S:8][CH2:9][C:10](=[O:12])[N:11]=2)[CH2:6][CH2:5][O:4][CH2:3][CH2:2]1.[CH:13](=O)[CH2:14][CH2:15][CH2:16][CH2:17][CH2:18][CH2:19][CH2:20][CH2:21][CH3:22].C(N(CC)CC)C.